From a dataset of Full USPTO retrosynthesis dataset with 1.9M reactions from patents (1976-2016). Predict the reactants needed to synthesize the given product. (1) Given the product [Br:1][C:2]1[CH:7]=[CH:6][C:5]([C:8](=[O:24])[CH:9]=[C:10]([C:16]2[CH:17]=[C:18]([Cl:23])[CH:19]=[C:20]([Cl:22])[CH:21]=2)[C:11]([F:13])([F:14])[F:12])=[CH:4][C:3]=1[CH3:25], predict the reactants needed to synthesize it. The reactants are: [Br:1][C:2]1[CH:7]=[CH:6][C:5]([C:8](=[O:24])[CH2:9][C:10]([C:16]2[CH:21]=[C:20]([Cl:22])[CH:19]=[C:18]([Cl:23])[CH:17]=2)(O)[C:11]([F:14])([F:13])[F:12])=[CH:4][C:3]=1[CH3:25].C1(C)C=CC=CC=1.C(OC(=O)C)(=O)C.Cl. (2) Given the product [CH3:18][O:19][C:20]1([O:21][CH3:22])[CH2:6][CH2:5][N:4]([C:9]2[CH:14]=[CH:13][C:12]([N+:15]([O-:17])=[O:16])=[CH:11][CH:10]=2)[CH2:3][CH:2]1[F:1], predict the reactants needed to synthesize it. The reactants are: [F:1][CH:2]1C(=O)[CH2:6][CH2:5][N:4]([C:9]2[CH:14]=[CH:13][C:12]([N+:15]([O-:17])=[O:16])=[CH:11][CH:10]=2)[CH2:3]1.[CH3:18][O:19][CH:20](OC)[O:21][CH3:22].O.C1(C)C=CC(S(O)(=O)=O)=CC=1.